From a dataset of Full USPTO retrosynthesis dataset with 1.9M reactions from patents (1976-2016). Predict the reactants needed to synthesize the given product. Given the product [ClH:28].[N+:1]([C:4]1[CH:5]=[CH:6][C:7]([C:10]2[N:11]=[C:12]([CH:15]3[CH2:20][CH2:19][NH:18][CH2:17][CH2:16]3)[S:13][CH:14]=2)=[CH:8][CH:9]=1)([O-:3])=[O:2], predict the reactants needed to synthesize it. The reactants are: [N+:1]([C:4]1[CH:9]=[CH:8][C:7]([C:10]2[N:11]=[C:12]([CH:15]3[CH2:20][CH2:19][N:18](C(OC(C)(C)C)=O)[CH2:17][CH2:16]3)[S:13][CH:14]=2)=[CH:6][CH:5]=1)([O-:3])=[O:2].[ClH:28].